Dataset: Reaction yield outcomes from USPTO patents with 853,638 reactions. Task: Predict the reaction yield, written as a fraction of the theoretical maximum amount of product (1.0 means a 100% yield; for example, 0.34 means a 34% yield). (1) The reactants are [NH:1]([C:15]([O:17][C:18]([CH3:21])([CH3:20])[CH3:19])=[O:16])[C@@H:2]([C:12]([OH:14])=O)[CH2:3][O:4]CC1C=CC=CC=1.[C:22]([OH:28])(C(F)(F)F)=[O:23].[CH3:29]N(C(ON1N=NC2C=CC=NC1=2)=[N+](C)C)C.F[P-](F)(F)(F)(F)F.C(N(C(C)C)CC)(C)C.ClCCl.C[N:66]([CH3:69])C=O. No catalyst specified. The product is [NH:1]([C:15]([O:17][C:18]([CH3:19])([CH3:20])[CH3:21])=[O:16])[C@@H:2]([C:12]([NH:66][C@@H:69]([C:22]([OH:28])=[O:23])[CH3:29])=[O:14])[CH2:3][OH:4]. The yield is 0.910. (2) The reactants are [Cl:1][C:2]1[CH:3]=[C:4]([NH:9][C:10]2[N:14]=[C:13]([NH2:15])[NH:12][N:11]=2)[CH:5]=[C:6]([Cl:8])[CH:7]=1.[CH3:16][C:17]1[O:21][C:20]([CH:22]=O)=[CH:19][CH:18]=1.[BH4-].[Na+].C(Cl)Cl. The catalyst is CO. The product is [Cl:1][C:2]1[CH:3]=[C:4]([NH:9][C:10]2[N:14]=[C:13]([NH:15][CH2:22][C:20]3[O:21][C:17]([CH3:16])=[CH:18][CH:19]=3)[NH:12][N:11]=2)[CH:5]=[C:6]([Cl:8])[CH:7]=1. The yield is 0.740. (3) The product is [Cl:16][C:17]1[CH:18]=[N:19][CH:20]=[CH:21][C:22]=1[C:2]1[N:3]=[CH:4][C:5]([NH2:15])=[N:6][C:7]=1[C:8]1[CH:13]=[CH:12][CH:11]=[C:10]([F:14])[CH:9]=1. The yield is 0.390. The catalyst is O1CCOCC1. The reactants are Br[C:2]1[N:3]=[CH:4][C:5]([NH2:15])=[N:6][C:7]=1[C:8]1[CH:13]=[CH:12][CH:11]=[C:10]([F:14])[CH:9]=1.[Cl:16][C:17]1[CH:18]=[N:19][CH:20]=[CH:21][C:22]=1B(O)O.C(=O)([O-])[O-].[Cs+].[Cs+].